This data is from Forward reaction prediction with 1.9M reactions from USPTO patents (1976-2016). The task is: Predict the product of the given reaction. (1) Given the reactants [F:1][C:2]1[C:7]([N:8]2[C:12](OS(C(F)(F)F)(=O)=O)=[CH:11][C:10]([C:21]([O:23][CH2:24][CH3:25])=[O:22])=[N:9]2)=[CH:6][CH:5]=[CH:4][N:3]=1.[CH3:26][O:27][C:28]1[CH:33]=[CH:32][C:31]([SH:34])=[CH:30][CH:29]=1.C(=O)([O-])[O-].[Na+].[Na+].C1(P(C2C=CC=CC=2)C2C3OC4C(=CC=CC=4P(C4C=CC=CC=4)C4C=CC=CC=4)C(C)(C)C=3C=CC=2)C=CC=CC=1, predict the reaction product. The product is: [F:1][C:2]1[C:7]([N:8]2[C:12]([S:34][C:31]3[CH:32]=[CH:33][C:28]([O:27][CH3:26])=[CH:29][CH:30]=3)=[CH:11][C:10]([C:21]([O:23][CH2:24][CH3:25])=[O:22])=[N:9]2)=[CH:6][CH:5]=[CH:4][N:3]=1. (2) Given the reactants [Cl:1][C:2]1[CH:3]=[CH:4][C:5]2[N:11]3[C:12]([CH2:15][C:16]([CH3:19])([CH3:18])[CH3:17])=[N:13][N:14]=[C:10]3[C@@H:9]([CH2:20][CH2:21][N:22]3[N:26]=[N:25][C:24]([CH2:27][C:28]([O:30]CC)=[O:29])=[N:23]3)[O:8][C@H:7]([C:33]3[CH:38]=[CH:37][CH:36]=[C:35]([O:39][CH3:40])[C:34]=3[O:41][CH3:42])[C:6]=2[CH:43]=1.C(=O)([O-])[O-].[K+].[K+], predict the reaction product. The product is: [Cl:1][C:2]1[CH:3]=[CH:4][C:5]2[N:11]3[C:12]([CH2:15][C:16]([CH3:18])([CH3:17])[CH3:19])=[N:13][N:14]=[C:10]3[C@@H:9]([CH2:20][CH2:21][N:22]3[N:26]=[N:25][C:24]([CH2:27][C:28]([OH:30])=[O:29])=[N:23]3)[O:8][C@H:7]([C:33]3[CH:38]=[CH:37][CH:36]=[C:35]([O:39][CH3:40])[C:34]=3[O:41][CH3:42])[C:6]=2[CH:43]=1. (3) Given the reactants Br[C:2]1[C:3]2[N:4]([N:8]=[C:9]([Cl:11])[N:10]=2)[CH:5]=[CH:6][CH:7]=1.[CH3:12][S:13]([CH2:16][C:17]1[CH:22]=[CH:21][CH:20]=[CH:19][C:18]=1[NH2:23])(=[O:15])=[O:14], predict the reaction product. The product is: [Cl:11][C:9]1[N:10]=[C:3]2[C:2]([NH:23][C:18]3[CH:19]=[CH:20][CH:21]=[CH:22][C:17]=3[CH2:16][S:13]([CH3:12])(=[O:15])=[O:14])=[CH:7][CH:6]=[CH:5][N:4]2[N:8]=1. (4) Given the reactants [OH:1][C:2]1[CH:3]=[C:4]([CH2:8][CH2:9][CH2:10][N:11]2[C:19](=[O:20])[C:18]3[C:13](=[CH:14][CH:15]=[CH:16][CH:17]=3)[C:12]2=[O:21])[CH:5]=[CH:6][CH:7]=1.[CH2:22](Br)[CH2:23][CH2:24][CH2:25][CH3:26], predict the reaction product. The product is: [CH2:22]([O:1][C:2]1[CH:3]=[C:4]([CH2:8][CH2:9][CH2:10][N:11]2[C:19](=[O:20])[C:18]3[C:13](=[CH:14][CH:15]=[CH:16][CH:17]=3)[C:12]2=[O:21])[CH:5]=[CH:6][CH:7]=1)[CH2:23][CH2:24][CH2:25][CH3:26]. (5) Given the reactants FC1C=C([Cl:10])C=C(F)C=1CN.C(N(CC)C(C)C)(C)C.C(N1C=CN=C1)(N1C=CN=C1)=O.[F:33][C:34]1[CH:63]=[C:62](OC)[CH:61]=[C:60]([F:66])[C:35]=1[CH2:36][N:37]1[C:42]2[N:43]=[CH:44][CH:45]=[CH:46][C:41]=2[S:40](=[O:48])(=[O:47])[N:39]([C:49]2[CH:54]=[CH:53][C:52]([O:55][CH3:56])=[C:51]([O:57][CH3:58])[CH:50]=2)[C:38]1=[O:59], predict the reaction product. The product is: [Cl:10][CH:36]([N:37]1[C:42]2[N:43]=[CH:44][CH:45]=[CH:46][C:41]=2[S:40](=[O:48])(=[O:47])[N:39]([C:49]2[CH:54]=[CH:53][C:52]([O:55][CH3:56])=[C:51]([O:57][CH3:58])[CH:50]=2)[C:38]1=[O:59])[C:35]1[C:34]([F:33])=[CH:63][CH:62]=[CH:61][C:60]=1[F:66]. (6) Given the reactants [Br:1][C:2]1[CH:3]=[CH:4][C:5]([S:8](Cl)(=[O:10])=[O:9])=[N:6][CH:7]=1.[N:12]1C=CC=C[CH:13]=1.CN, predict the reaction product. The product is: [Br:1][C:2]1[CH:3]=[CH:4][C:5]([S:8]([NH:12][CH3:13])(=[O:10])=[O:9])=[N:6][CH:7]=1. (7) Given the reactants [Cl:1][C:2]1[CH:7]=[C:6]([Cl:8])[CH:5]=[CH:4][C:3]=1[CH2:9][C@H:10]([NH:13][C:14](=[O:20])[O:15][C:16]([CH3:19])([CH3:18])[CH3:17])[CH2:11]O.C(N(CC)CC)C.CS(Cl)(=O)=O.[N-:33]=[N+:34]=[N-:35].[Na+], predict the reaction product. The product is: [N:33]([CH2:11][C@@H:10]([NH:13][C:14](=[O:20])[O:15][C:16]([CH3:19])([CH3:18])[CH3:17])[CH2:9][C:3]1[CH:4]=[CH:5][C:6]([Cl:8])=[CH:7][C:2]=1[Cl:1])=[N+:34]=[N-:35]. (8) Given the reactants [NH:1]1[C:5]2[CH:6]=[CH:7][CH:8]=[CH:9][C:4]=2[N:3]=[C:2]1[CH2:10][N:11]([CH2:22][C:23]1[CH:28]=[CH:27][CH:26]=[CH:25][C:24]=1[CH2:29][NH2:30])[CH:12]1[C:21]2[N:20]=[CH:19][CH:18]=[CH:17][C:16]=2[CH2:15][CH2:14][CH2:13]1.C(OC([NH:38][C:39](N1C=CC=N1)=[N:40]C(OC(C)(C)C)=O)=O)(C)(C)C.C(=O)([O-])[O-].[K+].[K+], predict the reaction product. The product is: [NH:1]1[C:5]2[CH:6]=[CH:7][CH:8]=[CH:9][C:4]=2[N:3]=[C:2]1[CH2:10][N:11]([CH2:22][C:23]1[CH:28]=[CH:27][CH:26]=[CH:25][C:24]=1[CH2:29][NH:30][C:39]([NH2:40])=[NH:38])[CH:12]1[C:21]2[N:20]=[CH:19][CH:18]=[CH:17][C:16]=2[CH2:15][CH2:14][CH2:13]1.